Dataset: Acute oral toxicity (LD50) regression data from Zhu et al.. Task: Regression/Classification. Given a drug SMILES string, predict its toxicity properties. Task type varies by dataset: regression for continuous values (e.g., LD50, hERG inhibition percentage) or binary classification for toxic/non-toxic outcomes (e.g., AMES mutagenicity, cardiotoxicity, hepatotoxicity). Dataset: ld50_zhu. (1) The molecule is O=C1CCCCC(=O)N1. The rat oral LD50 is 0.750, given as -log10 of the dose in mol/kg body weight (higher means more acutely toxic). (2) The compound is O=C(O)Cc1ccccc1Oc1c(Cl)c(Cl)cc(Cl)c1Cl. The rat oral LD50 is 3.08, given as -log10 of the dose in mol/kg body weight (higher means more acutely toxic). (3) The molecule is CNC(=O)Oc1ccccc1Cl. The rat oral LD50 is 2.46, given as -log10 of the dose in mol/kg body weight (higher means more acutely toxic). (4) The molecule is CC(C(=O)O)c1ccc2c(c1)OCc1ccccc1C2=O. The rat oral LD50 is 3.92, given as -log10 of the dose in mol/kg body weight (higher means more acutely toxic). (5) The drug is CC(C)(C)C1CCC(O)CC1. The rat oral LD50 is 1.57, given as -log10 of the dose in mol/kg body weight (higher means more acutely toxic).